This data is from Forward reaction prediction with 1.9M reactions from USPTO patents (1976-2016). The task is: Predict the product of the given reaction. (1) Given the reactants [F-:1].[K+].C1OCCOCCOCCOCCOCCOC1.Cl[C:22]1[N:27]=[C:26]([C:28]#[N:29])[CH:25]=[N:24][CH:23]=1.C(OCC)(=O)C, predict the reaction product. The product is: [F:1][C:22]1[N:27]=[C:26]([C:28]#[N:29])[CH:25]=[N:24][CH:23]=1. (2) The product is: [Cl:1][C:2]1[CH:11]=[CH:10][C:9]([NH2:8])=[C:4]([C:5]2[NH:6][N:13]=[C:14]([CH2:16][O:17][CH3:18])[N:15]=2)[CH:3]=1. Given the reactants [Cl:1][C:2]1[CH:11]=[CH:10][C:9]2[NH:8]C(=O)[N:6]3[N:13]=[C:14]([CH2:16][O:17][CH3:18])[N:15]=[C:5]3[C:4]=2[CH:3]=1.ClC1C=CC2NC(=O)N3N=C(C4CC4)N=C3C=2C=1, predict the reaction product. (3) Given the reactants [O:1]([C:3]#[N:4])[K].[N:5]1([CH:10]([C:14]2[CH:19]=[CH:18][C:17]([NH2:20])=[CH:16][CH:15]=2)[CH:11]([CH3:13])[CH3:12])[CH:9]=[CH:8][N:7]=[CH:6]1.[OH-].[Na+], predict the reaction product. The product is: [N:5]1([CH:10]([C:14]2[CH:15]=[CH:16][C:17]([NH:20][C:3]([NH2:4])=[O:1])=[CH:18][CH:19]=2)[CH:11]([CH3:13])[CH3:12])[CH:9]=[CH:8][N:7]=[CH:6]1.